Dataset: Forward reaction prediction with 1.9M reactions from USPTO patents (1976-2016). Task: Predict the product of the given reaction. (1) The product is: [F:1][C:2]1[CH:3]=[CH:4][C:5]([C:8]2[C:12](=[O:13])[O:11][C:10](=[O:36])[C:9]=2[C:14]2[CH:24]=[CH:23][C:17]3[O:18][CH2:19][C:20](=[O:22])[NH:21][C:16]=3[CH:15]=2)=[CH:6][CH:7]=1. Given the reactants [F:1][C:2]1[CH:7]=[CH:6][C:5]([C:8]2[C:12](=[O:13])[O:11][CH2:10][C:9]=2[C:14]2[CH:24]=[CH:23][C:17]3[O:18][CH2:19][C:20](=[O:22])[NH:21][C:16]=3[CH:15]=2)=[CH:4][CH:3]=1.C1CCN2C(=NCCC2)CC1.[O:36]=O, predict the reaction product. (2) Given the reactants [CH3:1][C@H:2]1[CH2:7][N:6]([C:8](=[O:12])[N:9]([CH3:11])[CH3:10])[CH2:5][C@H:4]([CH3:13])[N:3]1[C:14]1[O:15][C:16]2[C:17](=[C:19]([C:23]([O:25]C)=[O:24])[CH:20]=[CH:21][CH:22]=2)[N:18]=1.[Li+].[I-], predict the reaction product. The product is: [CH3:1][C@H:2]1[CH2:7][N:6]([C:8](=[O:12])[N:9]([CH3:11])[CH3:10])[CH2:5][C@H:4]([CH3:13])[N:3]1[C:14]1[O:15][C:16]2[C:17](=[C:19]([C:23]([OH:25])=[O:24])[CH:20]=[CH:21][CH:22]=2)[N:18]=1.